This data is from Catalyst prediction with 721,799 reactions and 888 catalyst types from USPTO. The task is: Predict which catalyst facilitates the given reaction. (1) Reactant: [CH3:1][C:2]1[CH:30]=[CH:29][C:5]([CH2:6][N:7]2[CH:11]=[C:10]([CH2:12][CH2:13][O:14]S(C3C=CC(C)=CC=3)(=O)=O)[N:9]([CH2:25][CH2:26][CH3:27])[C:8]2=[O:28])=[CH:4][CH:3]=1.[CH2:31]([O:33][C:34](=[O:52])[C:35]([CH3:51])([O:44][C:45]1[CH:50]=[CH:49][CH:48]=[CH:47][CH:46]=1)[CH2:36][C:37]1[CH:42]=[CH:41][C:40](O)=[CH:39][CH:38]=1)[CH3:32].C([O-])([O-])=O.[Cs+].[Cs+]. Product: [CH2:31]([O:33][C:34](=[O:52])[C:35]([CH3:51])([O:44][C:45]1[CH:50]=[CH:49][CH:48]=[CH:47][CH:46]=1)[CH2:36][C:37]1[CH:42]=[CH:41][C:40]([O:14][CH2:13][CH2:12][C:10]2[N:9]([CH2:25][CH2:26][CH3:27])[C:8](=[O:28])[N:7]([CH2:6][C:5]3[CH:4]=[CH:3][C:2]([CH3:1])=[CH:30][CH:29]=3)[CH:11]=2)=[CH:39][CH:38]=1)[CH3:32]. The catalyst class is: 3. (2) Reactant: [NH2:1][C:2]1[CH:3]=[C:4]([C:11]([OH:13])=[O:12])[CH:5]=[C:6]([CH:10]=1)[C:7]([OH:9])=[O:8].Cl.N([O-])=O.[Na+].[N-:19]=[N+:20]=[N-].[Na+]. Product: [N:1]([C:2]1[CH:3]=[C:4]([C:11]([OH:13])=[O:12])[CH:5]=[C:6]([CH:10]=1)[C:7]([OH:9])=[O:8])=[N+:19]=[N-:20]. The catalyst class is: 6. (3) Reactant: [CH2:1]([O:5][C:6](=[O:21])[CH:7]=[CH:8][C:9]1[CH:14]=[C:13]([F:15])[C:12]([C:16]([F:19])([F:18])[F:17])=[C:11]([F:20])[CH:10]=1)[CH2:2][CH2:3][CH3:4].C. The catalyst class is: 43. Product: [CH2:1]([O:5][C:6](=[O:21])[CH2:7][CH2:8][C:9]1[CH:14]=[C:13]([F:15])[C:12]([C:16]([F:17])([F:18])[F:19])=[C:11]([F:20])[CH:10]=1)[CH2:2][CH2:3][CH3:4]. (4) Reactant: C(OC([NH:8][C:9]1[CH:10]=[C:11]([CH:21]=[C:22]([O:24][CH3:25])[CH:23]=1)[O:12][CH2:13][CH2:14][CH2:15][C:16]([O:18][CH2:19][CH3:20])=[O:17])=O)(C)(C)C.O1CCOCC1. Product: [NH2:8][C:9]1[CH:10]=[C:11]([CH:21]=[C:22]([O:24][CH3:25])[CH:23]=1)[O:12][CH2:13][CH2:14][CH2:15][C:16]([O:18][CH2:19][CH3:20])=[O:17]. The catalyst class is: 33. (5) The catalyst class is: 249. Reactant: [Br:1][C:2]1[CH:3]=[C:4]([CH2:8][C:9]([N:11]2[CH2:16][CH2:15][O:14][CH2:13][CH2:12]2)=O)[CH:5]=[N:6][CH:7]=1.B.C([O-])(O)=O.[Na+]. Product: [Br:1][C:2]1[CH:3]=[C:4]([CH2:8][CH2:9][N:11]2[CH2:16][CH2:15][O:14][CH2:13][CH2:12]2)[CH:5]=[N:6][CH:7]=1. (6) Reactant: Cl.Cl.[N:3]1[CH:8]=[CH:7][C:6]([CH2:9][O:10][C:11]2[CH:16]=[CH:15][CH:14]=[CH:13][C:12]=2[N:17]2[CH2:22][CH2:21][NH:20][CH2:19][CH2:18]2)=[CH:5][CH:4]=1.[F:23][C:24]([F:39])([F:38])[C:25]1[CH:26]=[C:27]([N:35]=[C:36]=[O:37])[CH:28]=[C:29]([C:31]([F:34])([F:33])[F:32])[CH:30]=1. Product: [F:23][C:24]([F:38])([F:39])[C:25]1[CH:26]=[C:27]([NH:35][C:36]([N:20]2[CH2:21][CH2:22][N:17]([C:12]3[CH:13]=[CH:14][CH:15]=[CH:16][C:11]=3[O:10][CH2:9][C:6]3[CH:7]=[CH:8][N:3]=[CH:4][CH:5]=3)[CH2:18][CH2:19]2)=[O:37])[CH:28]=[C:29]([C:31]([F:34])([F:32])[F:33])[CH:30]=1. The catalyst class is: 2. (7) Reactant: [Si:1]([O:8][CH2:9][C:10]1[N:11]=[C:12]([N:15]2[CH2:20][CH2:19][O:18][CH2:17][CH2:16]2)[S:13][CH:14]=1)([C:4]([CH3:7])([CH3:6])[CH3:5])([CH3:3])[CH3:2].[Li]CCCC.CN([CH:29]=[O:30])C.[NH4+].[Cl-]. Product: [Si:1]([O:8][CH2:9][C:10]1[N:11]=[C:12]([N:15]2[CH2:16][CH2:17][O:18][CH2:19][CH2:20]2)[S:13][C:14]=1[CH:29]=[O:30])([C:4]([CH3:5])([CH3:6])[CH3:7])([CH3:3])[CH3:2]. The catalyst class is: 76. (8) Reactant: [C:1]1([CH:7]([C:31]2[CH:36]=[CH:35][CH:34]=[CH:33][CH:32]=2)[N:8]2[C:16]3[C:11](=[CH:12][CH:13]=[CH:14][C:15]=3[F:17])[C:10](O)([C:18]3[C:27]([OH:28])=[CH:26][C:21]4[O:22][CH2:23][CH2:24][O:25][C:20]=4[CH:19]=3)[C:9]2=[O:30])[CH:6]=[CH:5][CH:4]=[CH:3][CH:2]=1.C([SiH](CC)CC)C. Product: [C:31]1([CH:7]([C:1]2[CH:2]=[CH:3][CH:4]=[CH:5][CH:6]=2)[N:8]2[C:16]3[C:11](=[CH:12][CH:13]=[CH:14][C:15]=3[F:17])[CH:10]([C:18]3[C:27]([OH:28])=[CH:26][C:21]4[O:22][CH2:23][CH2:24][O:25][C:20]=4[CH:19]=3)[C:9]2=[O:30])[CH:32]=[CH:33][CH:34]=[CH:35][CH:36]=1. The catalyst class is: 55. (9) Reactant: O[CH:2]1[CH2:7][CH2:6][CH2:5][N:4]([C:8]2[CH:9]=[C:10]3[N:26]([CH3:27])[CH:25]=[CH:24][C:11]3=[N:12][C:13]=2[C@@H:14]([NH:16][C:17](=[O:23])[O:18][C:19]([CH3:22])([CH3:21])[CH3:20])[CH3:15])[CH2:3]1.[C:28]1(=[O:38])[C:36]2[C:31](=[CH:32][CH:33]=[CH:34][CH:35]=2)[C:30](=[O:37])[NH:29]1.C1C=CC(P(C2C=CC=CC=2)C2C=CC=CC=2)=CC=1.N(C(OCC)=O)=NC(OCC)=O. The catalyst class is: 1. Product: [O:38]=[C:28]1[C:36]2[C:31](=[CH:32][CH:33]=[CH:34][CH:35]=2)[C:30](=[O:37])[N:29]1[CH:2]1[CH2:7][CH2:6][CH2:5][N:4]([C:8]2[CH:9]=[C:10]3[N:26]([CH3:27])[CH:25]=[CH:24][C:11]3=[N:12][C:13]=2[C@@H:14]([NH:16][C:17](=[O:23])[O:18][C:19]([CH3:20])([CH3:21])[CH3:22])[CH3:15])[CH2:3]1. (10) Reactant: Br[C:2]1[CH:9]=[CH:8][C:5]([CH:6]=[O:7])=[C:4]([F:10])[CH:3]=1.CN(C1CCCCC1)C1CCCCC1.[C:25]([O:29][CH3:30])(=[O:28])[CH:26]=[CH2:27]. Product: [CH3:30][O:29][C:25](=[O:28])/[CH:26]=[CH:27]/[C:2]1[CH:9]=[CH:8][C:5]([CH:6]=[O:7])=[C:4]([F:10])[CH:3]=1. The catalyst class is: 62.